This data is from CYP2D6 inhibition data for predicting drug metabolism from PubChem BioAssay. The task is: Regression/Classification. Given a drug SMILES string, predict its absorption, distribution, metabolism, or excretion properties. Task type varies by dataset: regression for continuous measurements (e.g., permeability, clearance, half-life) or binary classification for categorical outcomes (e.g., BBB penetration, CYP inhibition). Dataset: cyp2d6_veith. (1) The drug is COc1ccc(-n2c(=O)c(-c3cccc(Cl)c3)nc3cncnc32)cc1. The result is 0 (non-inhibitor). (2) The drug is O=c1c(-c2cc(F)cc(F)c2)nc2cncnc2n1Cc1ccc(F)cc1. The result is 0 (non-inhibitor). (3) The drug is OC(Cc1ccccc1)(Cc1ccccc1)c1ccccc1. The result is 0 (non-inhibitor).